Dataset: Full USPTO retrosynthesis dataset with 1.9M reactions from patents (1976-2016). Task: Predict the reactants needed to synthesize the given product. (1) Given the product [CH2:29]([CH:24]([CH2:25][CH2:26][CH2:27][CH3:28])[CH2:23][O:22][C:7]1[C:8]2[S:21][CH:20]=[CH:19][C:9]=2[C:10]([CH2:11][CH:12]([CH2:17][CH3:18])[CH2:13][CH2:14][CH2:15][CH3:16])=[C:4]2[S:3][C:2]([C:32]#[N:33])=[CH:6][C:5]=12)[CH3:30], predict the reactants needed to synthesize it. The reactants are: Br[C:2]1[S:3][C:4]2[C:10]([CH2:11][CH:12]([CH2:17][CH3:18])[CH2:13][CH2:14][CH2:15][CH3:16])=[C:9]3[CH:19]=[CH:20][S:21][C:8]3=[C:7]([O:22][CH2:23][CH:24]([CH2:29][CH3:30])[CH2:25][CH2:26][CH2:27][CH3:28])[C:5]=2[CH:6]=1.[Cu][C:32]#[N:33]. (2) Given the product [Br:1][C:2]1[C:3]([N:33]2[CH2:34][CH2:36][C@@H:39]([CH2:28][OH:29])[CH2:37]2)=[N:4][CH:5]=[C:6]([CH:21]=1)[C:7]([NH:9][C:10]1[CH:15]=[CH:14][C:13]([O:16][C:17]([F:20])([F:19])[F:18])=[CH:12][CH:11]=1)=[O:8], predict the reactants needed to synthesize it. The reactants are: [Br:1][C:2]1[C:3](Cl)=[N:4][CH:5]=[C:6]([CH:21]=1)[C:7]([NH:9][C:10]1[CH:15]=[CH:14][C:13]([O:16][C:17]([F:20])([F:19])[F:18])=[CH:12][CH:11]=1)=[O:8].C1CNC([CH2:28][OH:29])C1.Cl.CC[N:33]([CH:37]([CH3:39])C)[CH:34]([CH3:36])C.